This data is from Peptide-MHC class II binding affinity with 134,281 pairs from IEDB. The task is: Regression. Given a peptide amino acid sequence and an MHC pseudo amino acid sequence, predict their binding affinity value. This is MHC class II binding data. (1) The peptide sequence is AFIWDGDNLFPKV. The MHC is HLA-DQA10501-DQB10201 with pseudo-sequence HLA-DQA10501-DQB10201. The binding affinity (normalized) is 0.590. (2) The peptide sequence is AFKVGATAANAAPAN. The MHC is HLA-DPA10201-DPB11401 with pseudo-sequence HLA-DPA10201-DPB11401. The binding affinity (normalized) is 0.646. (3) The MHC is DRB1_0801 with pseudo-sequence DRB1_0801. The peptide sequence is LSPREEPDDIDCWCY. The binding affinity (normalized) is 0. (4) The peptide sequence is INEPTGAAIAYGLDR. The MHC is HLA-DQA10501-DQB10301 with pseudo-sequence HLA-DQA10501-DQB10301. The binding affinity (normalized) is 0.744.